Dataset: Reaction yield outcomes from USPTO patents with 853,638 reactions. Task: Predict the reaction yield, written as a fraction of the theoretical maximum amount of product (1.0 means a 100% yield; for example, 0.34 means a 34% yield). (1) The reactants are [CH2:1]([O:8][C:9]1[CH:10]=[C:11]2[C:16](=[CH:17][C:18]=1[O:19][CH3:20])[CH:15]([CH3:21])[NH:14][C:13]([CH3:23])([CH3:22])[CH2:12]2)[C:2]1[CH:7]=[CH:6][CH:5]=[CH:4][CH:3]=1.C(N(CC)CC)C.[CH3:31][O:32][C:33]1[CH:34]=[C:35]([CH:39]=[C:40]([O:44][CH3:45])[C:41]=1[O:42][CH3:43])[C:36](Cl)=[O:37].C(Cl)(=O)C1C=CC=CC=1. The catalyst is C(Cl)Cl.O. The product is [CH2:1]([O:8][C:9]1[CH:10]=[C:11]2[C:16](=[CH:17][C:18]=1[O:19][CH3:20])[CH:15]([CH3:21])[N:14]([C:36]([C:35]1[CH:39]=[C:40]([O:44][CH3:45])[C:41]([O:42][CH3:43])=[C:33]([O:32][CH3:31])[CH:34]=1)=[O:37])[C:13]([CH3:22])([CH3:23])[CH2:12]2)[C:2]1[CH:7]=[CH:6][CH:5]=[CH:4][CH:3]=1. The yield is 0.580. (2) The reactants are [OH:1][C:2]1[CH:10]=[C:9]([O:11][C:12]2[CH:17]=[CH:16][C:15]([N+:18]([O-])=O)=[CH:14][CH:13]=2)[CH:8]=[CH:7][C:3]=1[C:4]([OH:6])=[O:5]. The catalyst is CCO.C1COCC1.[Pd]. The product is [OH:1][C:2]1[CH:10]=[C:9]([O:11][C:12]2[CH:17]=[CH:16][C:15]([NH2:18])=[CH:14][CH:13]=2)[CH:8]=[CH:7][C:3]=1[C:4]([OH:6])=[O:5]. The yield is 0.350. (3) The reactants are [Br:1][C:2]1[C:11]2[C:6](=[CH:7][C:8]([O:12][CH3:13])=[CH:9][CH:10]=2)[CH:5]=[CH:4][C:3]=1[OH:14].C(=O)([O-])[O-].[K+].[K+].[CH2:21](Br)[C:22]1[CH:27]=[CH:26][CH:25]=[CH:24][CH:23]=1. The catalyst is CN(C=O)C. The product is [CH2:21]([O:14][C:3]1[CH:4]=[CH:5][C:6]2[C:11](=[CH:10][CH:9]=[C:8]([O:12][CH3:13])[CH:7]=2)[C:2]=1[Br:1])[C:22]1[CH:27]=[CH:26][CH:25]=[CH:24][CH:23]=1. The yield is 0.862. (4) The reactants are [C:1]([O:5][C:6](=[O:21])[NH:7][C@@H:8]1[C:14](=[O:15])[NH:13][C:12]2[CH:16]=[C:17](Br)[CH:18]=[CH:19][C:11]=2[CH2:10][CH2:9]1)([CH3:4])([CH3:3])[CH3:2].C([O-])(=O)C.[K+].[B:27]1([B:27]2[O:31][C:30]([CH3:33])([CH3:32])[C:29]([CH3:35])([CH3:34])[O:28]2)[O:31][C:30]([CH3:33])([CH3:32])[C:29]([CH3:35])([CH3:34])[O:28]1. The catalyst is O1CCOCC1.O.C(OCC)(=O)C.C1C=CC(P(C2C=CC=CC=2)[C-]2C=CC=C2)=CC=1.C1C=CC(P(C2C=CC=CC=2)[C-]2C=CC=C2)=CC=1.Cl[Pd]Cl.[Fe+2].C(Cl)Cl. The product is [C:1]([O:5][C:6](=[O:21])[NH:7][C@@H:8]1[C:14](=[O:15])[NH:13][C:12]2[CH:16]=[C:17]([B:27]3[O:31][C:30]([CH3:33])([CH3:32])[C:29]([CH3:35])([CH3:34])[O:28]3)[CH:18]=[CH:19][C:11]=2[CH2:10][CH2:9]1)([CH3:4])([CH3:3])[CH3:2]. The yield is 0.770. (5) The reactants are Br[C:2]1[CH:3]=[N:4][CH:5]=[C:6]([Br:8])[CH:7]=1.[N:9]1[CH:14]=[CH:13][CH:12]=[C:11](B(O)O)[CH:10]=1.C1(P(C2C=CC=CC=2)C2C=CC=CC=2)C=CC=CC=1.[O-]P([O-])([O-])=O.[K+].[K+].[K+]. The catalyst is C([O-])(=O)C.[Pd+2].C([O-])(=O)C.O1CCOCC1.O. The product is [Br:8][C:6]1[CH:7]=[C:2]([C:11]2[CH:10]=[N:9][CH:14]=[CH:13][CH:12]=2)[CH:3]=[N:4][CH:5]=1. The yield is 0.480. (6) The reactants are [CH3:1][N:2]([CH2:4][C:5]1[CH:6]=[C:7]([CH:10]=[CH:11][C:12]=1[N:13]1[C:17]2=[N:18][CH:19]=[CH:20][C:21]([I:22])=[C:16]2[C:15]([CH:23]([CH3:25])[CH3:24])=[N:14]1)[C:8]#[N:9])[CH3:3].[OH:26]O.[OH-].[Na+].O. The yield is 0.650. The catalyst is CS(C)=O. The product is [CH3:3][N:2]([CH2:4][C:5]1[CH:6]=[C:7]([CH:10]=[CH:11][C:12]=1[N:13]1[C:17]2=[N:18][CH:19]=[CH:20][C:21]([I:22])=[C:16]2[C:15]([CH:23]([CH3:25])[CH3:24])=[N:14]1)[C:8]([NH2:9])=[O:26])[CH3:1]. (7) The reactants are CCN(C(C)C)C(C)C.[F:10][C:11]([F:28])([F:27])[O:12][C:13]1[CH:14]=[CH:15][CH:16]=[C:17]2[C:22]=1[O:21][C:20](=[O:23])[C:19]([C:24]([OH:26])=O)=[CH:18]2.CN(C(ON1N=NC2C=CC=NC1=2)=[N+](C)C)C.F[P-](F)(F)(F)(F)F.[CH3:53][O:54][C:55]1[CH:60]=[C:59]([O:61][CH3:62])[CH:58]=[CH:57][C:56]=1[C:63]1[CH:68]=[CH:67][CH:66]=[C:65]([NH2:69])[CH:64]=1. The catalyst is CN(C=O)C. The product is [CH3:53][O:54][C:55]1[CH:60]=[C:59]([O:61][CH3:62])[CH:58]=[CH:57][C:56]=1[C:63]1[CH:68]=[CH:67][CH:66]=[C:65]([NH:69][C:24]([C:19]2[C:20](=[O:23])[O:21][C:22]3[C:17]([CH:18]=2)=[CH:16][CH:15]=[CH:14][C:13]=3[O:12][C:11]([F:10])([F:28])[F:27])=[O:26])[CH:64]=1. The yield is 0.700. (8) The reactants are [CH2:1]([C:3]1[CH:4]=[C:5]2[C:9](=[CH:10][C:11]=1[N+:12]([O-])=O)[NH:8][CH:7]=[CH:6]2)[CH3:2]. The catalyst is [Ni]. The product is [CH2:1]([C:3]1[CH:4]=[C:5]2[C:9](=[CH:10][C:11]=1[NH2:12])[NH:8][CH:7]=[CH:6]2)[CH3:2]. The yield is 0.480.